From a dataset of Reaction yield outcomes from USPTO patents with 853,638 reactions. Predict the reaction yield, written as a fraction of the theoretical maximum amount of product (1.0 means a 100% yield; for example, 0.34 means a 34% yield). (1) The reactants are [CH2:1]([C@@H:3]1[C@@H:7](OS(C2C=CC(C)=CC=2)(=O)=O)[CH2:6][N:5]([C:19]([O:21][CH2:22][C:23]2[CH:28]=[CH:27][CH:26]=[CH:25][CH:24]=2)=[O:20])[CH2:4]1)[CH3:2].[N-:29]=[N+:30]=[N-:31].[Na+]. The catalyst is CN(C=O)C.O.C(OCC)(=O)C.O. The product is [N:29]([C@H:7]1[C@@H:3]([CH2:1][CH3:2])[CH2:4][N:5]([C:19]([O:21][CH2:22][C:23]2[CH:28]=[CH:27][CH:26]=[CH:25][CH:24]=2)=[O:20])[CH2:6]1)=[N+:30]=[N-:31]. The yield is 1.00. (2) The reactants are [Cl:1][C:2]1[CH:3]=[C:4]([CH:12]([O:16][CH:17]2[CH2:21][CH2:20][CH2:19][CH2:18]2)[C:13]([OH:15])=O)[CH:5]=[CH:6][C:7]=1[S:8]([CH3:11])(=[O:10])=[O:9].C(Cl)(=O)C(Cl)=O.ClCCl.[CH3:31][NH:32][C:33]([NH2:35])=[O:34].N1C=CC=CC=1. The catalyst is FC1C=CC=CC=1.CN(C)C=O.C(OCC)(=O)C. The product is [Cl:1][C:2]1[CH:3]=[C:4]([CH:12]([O:16][CH:17]2[CH2:21][CH2:20][CH2:19][CH2:18]2)[C:13]([NH:35][C:33]([NH:32][CH3:31])=[O:34])=[O:15])[CH:5]=[CH:6][C:7]=1[S:8]([CH3:11])(=[O:9])=[O:10]. The yield is 0.670. (3) The reactants are [NH2:1][C:2]([CH:12]([F:14])[F:13])([CH2:8][CH2:9][C:10]#[N:11])[C:3]([O:5][CH2:6][CH3:7])=[O:4].ClCCl.[C:18](OC(=O)C)(=[O:20])[CH3:19].[OH-].[Na+]. The catalyst is CN(C1C=CN=CC=1)C.O. The product is [C:18]([NH:1][C:2]([CH:12]([F:13])[F:14])([CH2:8][CH2:9][C:10]#[N:11])[C:3]([O:5][CH2:6][CH3:7])=[O:4])(=[O:20])[CH3:19]. The yield is 1.10. (4) The reactants are C[O:2][C:3]([C:5]1[N:6]=[C:7]2[C:12]([C:13]([F:16])([F:15])[F:14])=[CH:11][C:10]([NH2:17])=[CH:9][N:8]2[C:18]=1[Cl:19])=[O:4].O.[OH-].[Li+]. The catalyst is C1COCC1.O. The product is [NH2:17][C:10]1[CH:11]=[C:12]([C:13]([F:16])([F:15])[F:14])[C:7]2[N:8]([C:18]([Cl:19])=[C:5]([C:3]([OH:4])=[O:2])[N:6]=2)[CH:9]=1. The yield is 1.00. (5) The reactants are [CH3:1][N:2]1[N:6]=[C:5]2[CH:7]=[CH:8][C:9]([C:11]3[N:12]=[C:13]([CH:23]=[O:24])[NH:14][C:15]=3[C:16]3[CH:21]=[CH:20][CH:19]=[C:18]([CH3:22])[N:17]=3)=[CH:10][C:4]2=[N:3]1.[BH4-].[Na+]. The catalyst is CO. The product is [CH3:1][N:2]1[N:6]=[C:5]2[CH:7]=[CH:8][C:9]([C:11]3[N:12]=[C:13]([CH2:23][OH:24])[NH:14][C:15]=3[C:16]3[CH:21]=[CH:20][CH:19]=[C:18]([CH3:22])[N:17]=3)=[CH:10][C:4]2=[N:3]1. The yield is 0.640. (6) The reactants are [CH2:1]([C@@H:8]1[CH2:12][O:11][C:10](=[O:13])[N:9]1[C:14](=[O:24])[CH2:15][C:16]1[CH:21]=[CH:20][C:19]([Br:22])=[CH:18][C:17]=1[F:23])[C:2]1[CH:7]=[CH:6][CH:5]=[CH:4][CH:3]=1.[CH3:25]I. No catalyst specified. The product is [CH2:1]([C@@H:8]1[CH2:12][O:11][C:10](=[O:13])[N:9]1[C:14](=[O:24])[C@@H:15]([C:16]1[CH:21]=[CH:20][C:19]([Br:22])=[CH:18][C:17]=1[F:23])[CH3:25])[C:2]1[CH:3]=[CH:4][CH:5]=[CH:6][CH:7]=1. The yield is 0.600.